From a dataset of Reaction yield outcomes from USPTO patents with 853,638 reactions. Predict the reaction yield, written as a fraction of the theoretical maximum amount of product (1.0 means a 100% yield; for example, 0.34 means a 34% yield). The reactants are Br[C:2]1[CH:3]=[N:4][N:5]([CH3:17])[C:6]=1[C:7]1[CH:8]=[C:9]([C:13]([O:15][CH3:16])=[O:14])[S:10][C:11]=1[CH3:12].[C:18](=O)([O-])[O-].[K+].[K+].CB1OB(C)OB(C)O1. The catalyst is CN(C)C=O.C1C=CC(P(C2C=CC=CC=2)[C-]2C=CC=C2)=CC=1.C1C=CC(P(C2C=CC=CC=2)[C-]2C=CC=C2)=CC=1.Cl[Pd]Cl.[Fe+2]. The product is [CH3:17][N:5]1[C:6]([C:7]2[CH:8]=[C:9]([C:13]([O:15][CH3:16])=[O:14])[S:10][C:11]=2[CH3:12])=[C:2]([CH3:18])[CH:3]=[N:4]1. The yield is 0.580.